This data is from Reaction yield outcomes from USPTO patents with 853,638 reactions. The task is: Predict the reaction yield, written as a fraction of the theoretical maximum amount of product (1.0 means a 100% yield; for example, 0.34 means a 34% yield). (1) The reactants are N[C:2]1[C:10]([Cl:11])=[CH:9][C:5]([C:6]([OH:8])=[O:7])=[C:4]([O:12][CH3:13])[CH:3]=1.F[B-](F)(F)F.[H+].N([O-])=[O:21].[Na+]. The catalyst is O. The product is [Cl:11][C:10]1[C:2]([OH:21])=[CH:3][C:4]([O:12][CH3:13])=[C:5]([CH:9]=1)[C:6]([OH:8])=[O:7]. The yield is 0.130. (2) The reactants are [F:1][C:2]1[CH:3]=[C:4]([NH:10][C:11]2[O:15][C:14]([C:16]([NH:18][C:19]3[CH:24]=[CH:23][C:22]([S:25]([CH:28]4[CH2:33][CH2:32][CH:31]([C:34]([O:36]C)=[O:35])[CH2:30][CH2:29]4)(=[O:27])=[O:26])=[CH:21][CH:20]=3)=[O:17])=[N:13][N:12]=2)[CH:5]=[C:6]([F:9])[C:7]=1[F:8].C1COCC1.[OH-].[Li+].C(O)(=O)CC(CC(O)=O)(C(O)=O)O. The catalyst is O.CO. The product is [F:9][C:6]1[CH:5]=[C:4]([NH:10][C:11]2[O:15][C:14]([C:16]([NH:18][C:19]3[CH:24]=[CH:23][C:22]([S:25]([CH:28]4[CH2:29][CH2:30][CH:31]([C:34]([OH:36])=[O:35])[CH2:32][CH2:33]4)(=[O:26])=[O:27])=[CH:21][CH:20]=3)=[O:17])=[N:13][N:12]=2)[CH:3]=[C:2]([F:1])[C:7]=1[F:8]. The yield is 0.700. (3) The reactants are [Cl:1][C:2]1[N:7]=[CH:6][C:5]2[C:8](I)=[N:9][N:10]([CH:11]([CH3:13])[CH3:12])[C:4]=2[CH:3]=1.[Si:15]([O:32][CH2:33][CH2:34][NH2:35])([C:28]([CH3:31])([CH3:30])[CH3:29])([C:22]1[CH:27]=[CH:26][CH:25]=[CH:24][CH:23]=1)[C:16]1[CH:21]=[CH:20][CH:19]=[CH:18][CH:17]=1.C(=O)([O-])[O-].[Cs+].[Cs+].C1(P(C2C=CC=CC=2)C2C3OC4C(=CC=CC=4P(C4C=CC=CC=4)C4C=CC=CC=4)C(C)(C)C=3C=CC=2)C=CC=CC=1. The catalyst is C1C=CC(/C=C/C(/C=C/C2C=CC=CC=2)=O)=CC=1.C1C=CC(/C=C/C(/C=C/C2C=CC=CC=2)=O)=CC=1.C1C=CC(/C=C/C(/C=C/C2C=CC=CC=2)=O)=CC=1.[Pd].[Pd].O1CCOCC1. The product is [Si:15]([O:32][CH2:33][CH2:34][NH:35][C:8]1[C:5]2[CH:6]=[N:7][C:2]([Cl:1])=[CH:3][C:4]=2[N:10]([CH:11]([CH3:13])[CH3:12])[N:9]=1)([C:28]([CH3:30])([CH3:31])[CH3:29])([C:22]1[CH:23]=[CH:24][CH:25]=[CH:26][CH:27]=1)[C:16]1[CH:17]=[CH:18][CH:19]=[CH:20][CH:21]=1. The yield is 0.140. (4) No catalyst specified. The reactants are [NH2:1][C:2]1[C:9]([O:10][CH3:11])=[CH:8][CH:7]=[CH:6][C:3]=1[C:4]#[N:5].[S].[CH2:13](N)[CH2:14][NH2:15]. The yield is 0.500. The product is [NH:5]1[CH2:13][CH2:14][N:15]=[C:4]1[C:3]1[CH:6]=[CH:7][CH:8]=[C:9]([O:10][CH3:11])[C:2]=1[NH2:1]. (5) The reactants are C[N:2]1[CH2:7][CH2:6][CH:5]([CH2:8][CH2:9]CCOC2C=C(C=CC=2)C=O)[CH2:4][CH2:3]1.[CH3:21][N:22]1[CH2:27][CH2:26][CH:25]([CH2:28][CH2:29][CH2:30][CH2:31][O:32][C:33]2[CH:34]=[C:35]([CH:38]=[CH:39][CH:40]=2)[C:36]#[N:37])[CH2:24][CH2:23]1.[CH3:41]C(C[AlH]CC(C)C)C.OS(O)(=O)=O.[OH-].[Na+].C(C(C(C([O-])=O)O)O)([O-])=O.[K+].[Na+].[CH2:69]([Cl:71])Cl. The catalyst is C1(C)C=CC=CC=1.CO. The product is [Cl:71][C:69]1[CH:3]=[CH:4][C:5]([C:6]2[N:37]=[C:36]([C:35]3[CH:34]=[C:33]([CH:40]=[CH:39][CH:38]=3)[O:32][CH2:31][CH2:30][CH2:29][CH2:28][CH:25]3[CH2:24][CH2:23][N:22]([CH3:21])[CH2:27][CH2:26]3)[NH:2][C:7]=2[CH3:41])=[CH:8][CH:9]=1. The yield is 0.660. (6) The reactants are [NH2:1][C:2]1[CH:3]=[N:4][CH:5]=[CH:6][C:7]=1[CH2:8][CH2:9][O:10][C:11]1[C:20]2[C:15](=[CH:16][CH:17]=[CH:18][CH:19]=2)[C:14]([NH:21][C:22]([NH:24][C:25]2[N:29]([C:30]3[CH:35]=[CH:34][C:33]([CH3:36])=[CH:32][CH:31]=3)[N:28]=[C:27]([C:37]([CH3:40])([CH3:39])[CH3:38])[CH:26]=2)=[O:23])=[CH:13][CH:12]=1.[CH3:41][O:42][CH2:43][CH2:44][O:45][CH2:46][C:47](Cl)=[O:48]. The catalyst is CN(C1C=CN=CC=1)C.C(Cl)Cl. The product is [C:37]([C:27]1[CH:26]=[C:25]([NH:24][C:22](=[O:23])[NH:21][C:14]2[C:15]3[C:20](=[CH:19][CH:18]=[CH:17][CH:16]=3)[C:11]([O:10][CH2:9][CH2:8][C:7]3[CH:6]=[CH:5][N:4]=[CH:3][C:2]=3[NH:1][C:47](=[O:48])[CH2:46][O:45][CH2:44][CH2:43][O:42][CH3:41])=[CH:12][CH:13]=2)[N:29]([C:30]2[CH:35]=[CH:34][C:33]([CH3:36])=[CH:32][CH:31]=2)[N:28]=1)([CH3:40])([CH3:39])[CH3:38]. The yield is 0.560. (7) The reactants are C[O:2][C:3](=O)[CH2:4][C:5]([NH:7][C:8]1[CH:13]=[CH:12][C:11]([O:14][CH2:15][C:16]2[CH:21]=[CH:20][CH:19]=[C:18]([F:22])[CH:17]=2)=[CH:10][C:9]=1[OH:23])=[O:6].[OH-].[NH4+:26]. The product is [F:22][C:18]1[CH:17]=[C:16]([CH:21]=[CH:20][CH:19]=1)[CH2:15][O:14][C:11]1[CH:12]=[CH:13][C:8]([NH:7][C:5](=[O:6])[CH2:4][C:3]([NH2:26])=[O:2])=[C:9]([OH:23])[CH:10]=1. No catalyst specified. The yield is 0.230. (8) The reactants are [C:1]([O:5][C:6]([NH:8][CH2:9][C:10]([OH:12])=O)=[O:7])([CH3:4])([CH3:3])[CH3:2].CCN=C=NCCCN(C)C.C1C=CC2N(O)N=NC=2C=1.[NH2:34][CH2:35][CH2:36][NH:37][C:38](=[O:64])[CH2:39][C@@H:40]1[N:46]=[C:45]([C:47]2[CH:52]=[CH:51][C:50]([Cl:53])=[CH:49][CH:48]=2)[C:44]2[CH:54]=[C:55]([O:58][CH3:59])[CH:56]=[CH:57][C:43]=2[N:42]2[C:60]([CH3:63])=[N:61][N:62]=[C:41]12. The catalyst is C(Cl)Cl.CN(C1C=CN=CC=1)C. The product is [Cl:53][C:50]1[CH:51]=[CH:52][C:47]([C:45]2[C:44]3[CH:54]=[C:55]([O:58][CH3:59])[CH:56]=[CH:57][C:43]=3[N:42]3[C:60]([CH3:63])=[N:61][N:62]=[C:41]3[C@H:40]([CH2:39][C:38]([NH:37][CH2:36][CH2:35][NH:34][C:10](=[O:12])[CH2:9][NH:8][C:6](=[O:7])[O:5][C:1]([CH3:2])([CH3:3])[CH3:4])=[O:64])[N:46]=2)=[CH:48][CH:49]=1. The yield is 0.800. (9) The reactants are COC1C=CC(P2(SP(C3C=CC(OC)=CC=3)(=S)S2)=[S:10])=CC=1.[CH2:23]([N:30]1[C@@H:35]2[C@H:36]([C:38]([NH2:40])=O)[CH2:37][C@@:31]1([C:57]1[CH:62]=[CH:61][CH:60]=[CH:59][CH:58]=1)[C@H:32]([O:41][CH2:42][C:43]1[CH:48]=[C:47]([C:49]([F:52])([F:51])[F:50])[CH:46]=[C:45]([C:53]([F:56])([F:55])[F:54])[CH:44]=1)[CH2:33][CH2:34]2)[C:24]1[CH:29]=[CH:28][CH:27]=[CH:26][CH:25]=1. The catalyst is C1(C)C=CC=CC=1. The product is [CH2:23]([N:30]1[C@@H:35]2[C@H:36]([C:38](=[S:10])[NH2:40])[CH2:37][C@@:31]1([C:57]1[CH:62]=[CH:61][CH:60]=[CH:59][CH:58]=1)[C@H:32]([O:41][CH2:42][C:43]1[CH:48]=[C:47]([C:49]([F:52])([F:51])[F:50])[CH:46]=[C:45]([C:53]([F:56])([F:55])[F:54])[CH:44]=1)[CH2:33][CH2:34]2)[C:24]1[CH:29]=[CH:28][CH:27]=[CH:26][CH:25]=1. The yield is 0.250. (10) The reactants are F[C:2]1[CH:9]=[C:8]([CH3:10])[CH:7]=[CH:6][C:3]=1[C:4]#[N:5].[NH:11]1[CH2:16][CH2:15][CH2:14][CH2:13][CH2:12]1. No catalyst specified. The product is [CH3:10][C:8]1[CH:7]=[CH:6][C:3]([C:4]#[N:5])=[C:2]([N:11]2[CH2:16][CH2:15][CH2:14][CH2:13][CH2:12]2)[CH:9]=1. The yield is 0.650.